This data is from Peptide-MHC class I binding affinity with 185,985 pairs from IEDB/IMGT. The task is: Regression. Given a peptide amino acid sequence and an MHC pseudo amino acid sequence, predict their binding affinity value. This is MHC class I binding data. (1) The binding affinity (normalized) is 0. The MHC is HLA-A02:06 with pseudo-sequence HLA-A02:06. The peptide sequence is RGPYRAFVTI. (2) The peptide sequence is APIEHIASM. The MHC is HLA-B08:02 with pseudo-sequence HLA-B08:02. The binding affinity (normalized) is 0.0847. (3) The peptide sequence is DIIRAHPWF. The MHC is HLA-A69:01 with pseudo-sequence HLA-A69:01. The binding affinity (normalized) is 0.0847.